From a dataset of Forward reaction prediction with 1.9M reactions from USPTO patents (1976-2016). Predict the product of the given reaction. (1) Given the reactants C1(C2(CO)CCCN2C2C=CC=CC=2)C=CC=CC=1.[N+](C1C=CC=CC=1C(O)=O)([O-])=O.[OH:32][C:33]1[CH:40]=[CH:39][CH:38]=[CH:37][C:34]=1[CH:35]=O.[CH2:41]([O:43][C:44](=[O:49])/[CH:45]=[CH:46]/[CH:47]=[O:48])[CH3:42], predict the reaction product. The product is: [CH2:41]([O:43][C:44]([CH:45]1[C:46]([CH:47]=[O:48])=[CH:35][C:34]2[C:33](=[CH:40][CH:39]=[CH:38][CH:37]=2)[O:32]1)=[O:49])[CH3:42]. (2) Given the reactants [CH2:1]([O:3][C:4](=[O:28])[C:5]1[CH:10]=[C:9](Br)[CH:8]=[C:7]([N:12]([CH2:20][C:21]2[CH:26]=[CH:25][CH:24]=[CH:23][CH:22]=2)[CH2:13][C:14]2[CH:19]=[CH:18][CH:17]=[CH:16][CH:15]=2)[C:6]=1[F:27])[CH3:2].C1(P(C2C=CC=CC=2)CCCCP(C2C=CC=CC=2)C2C=CC=CC=2)C=CC=CC=1.C(N(CC)CC)C.[OH2:66].[C]=O.[C:69]([OH:73])(C)(C)C, predict the reaction product. The product is: [CH2:1]([O:3][C:4](=[O:28])[C:5]1[CH:10]=[C:9]([CH:8]=[C:7]([N:12]([CH2:20][C:21]2[CH:26]=[CH:25][CH:24]=[CH:23][CH:22]=2)[CH2:13][C:14]2[CH:19]=[CH:18][CH:17]=[CH:16][CH:15]=2)[C:6]=1[F:27])[C:69]([OH:73])=[O:66])[CH3:2]. (3) Given the reactants Cl.[NH2:2][C@@:3]([C:14]1[CH:19]=[CH:18][C:17]([F:20])=[CH:16][C:15]=1[F:21])([CH3:13])[CH2:4][C@H:5]([C:7]1[CH:8]=[N:9][CH:10]=[N:11][CH:12]=1)[OH:6].CCN(C(C)C)C(C)C.[C:31]([N:39]=[C:40]=[S:41])(=[O:38])[C:32]1[CH:37]=[CH:36][CH:35]=[CH:34][CH:33]=1, predict the reaction product. The product is: [F:21][C:15]1[CH:16]=[C:17]([F:20])[CH:18]=[CH:19][C:14]=1[C@@:3]([NH:2][C:40]([NH:39][C:31](=[O:38])[C:32]1[CH:33]=[CH:34][CH:35]=[CH:36][CH:37]=1)=[S:41])([CH2:4][C@@H:5]([OH:6])[C:7]1[CH:8]=[N:9][CH:10]=[N:11][CH:12]=1)[CH3:13]. (4) Given the reactants C1C2C(COC([N:18]3[CH2:23][C@@H:22]([C:24](=[O:44])[N:25]([CH2:42][CH3:43])[C:26]4[CH:27]=[CH:28][C:29]5[O:34][CH2:33][C:32](=[O:35])[N:31]([CH2:36][CH2:37][CH2:38][O:39][CH3:40])[C:30]=5[CH:41]=4)[CH2:21][C@@H:20]([NH2:45])[CH2:19]3)=O)C3C(=CC=CC=3)C=2C=CC=1.FC(F)(F)C([O-])=O.[C:53](Cl)(=[O:58])[C:54]([CH3:57])([CH3:56])[CH3:55], predict the reaction product. The product is: [CH2:42]([N:25]([C:26]1[CH:27]=[CH:28][C:29]2[O:34][CH2:33][C:32](=[O:35])[N:31]([CH2:36][CH2:37][CH2:38][O:39][CH3:40])[C:30]=2[CH:41]=1)[C:24]([C@H:22]1[CH2:21][C@@H:20]([NH:45][C:53](=[O:58])[C:54]([CH3:57])([CH3:56])[CH3:55])[CH2:19][NH:18][CH2:23]1)=[O:44])[CH3:43]. (5) Given the reactants [C:1]([O:5][C:6](=[O:28])[CH2:7][CH2:8][N:9]([CH2:17][C:18]([O:20]CC1C=CC=CC=1)=[O:19])[C:10]([O:12][C:13]([CH3:16])([CH3:15])[CH3:14])=[O:11])([CH3:4])([CH3:3])[CH3:2], predict the reaction product. The product is: [C:13]([O:12][C:10]([N:9]([CH2:17][C:18]([OH:20])=[O:19])[CH2:8][CH2:7][C:6]([O:5][C:1]([CH3:3])([CH3:2])[CH3:4])=[O:28])=[O:11])([CH3:14])([CH3:15])[CH3:16]. (6) Given the reactants Br[C:2]1[N:6]([CH2:7][C:8]2[CH:13]=[CH:12][CH:11]=[CH:10][C:9]=2[F:14])[N:5]=[C:4]([C:15]2[CH:20]=[CH:19][CH:18]=[CH:17][N:16]=2)[N:3]=1.[C-:21]#[N:22].[K+], predict the reaction product. The product is: [F:14][C:9]1[CH:10]=[CH:11][CH:12]=[CH:13][C:8]=1[CH2:7][N:6]1[C:2]([C:21]#[N:22])=[N:3][C:4]([C:15]2[CH:20]=[CH:19][CH:18]=[CH:17][N:16]=2)=[N:5]1. (7) Given the reactants [Br:1][C:2]1[CH:15]=[C:14]([CH3:16])[C:5]([O:6][C:7]2[CH:12]=[CH:11][N:10]=[C:9](Cl)[CH:8]=2)=[C:4]([CH3:17])[CH:3]=1.[Br:18][C:19]1[CH:25]=[CH:24][C:22]([NH2:23])=[CH:21][CH:20]=1, predict the reaction product. The product is: [Br:1][C:2]1[CH:15]=[C:14]([CH3:16])[C:5]([O:6][C:7]2[CH:12]=[CH:11][N:10]=[C:9]([NH:23][C:22]3[CH:24]=[CH:25][C:19]([Br:18])=[CH:20][CH:21]=3)[CH:8]=2)=[C:4]([CH3:17])[CH:3]=1.